From a dataset of Forward reaction prediction with 1.9M reactions from USPTO patents (1976-2016). Predict the product of the given reaction. (1) Given the reactants [Si:1]([O:8][C@@H:9]([C:25]1[CH:30]=[CH:29][CH:28]=[CH:27][C:26]=1[C:31]1[CH:36]=[CH:35][C:34]([Cl:37])=[CH:33][CH:32]=1)[CH:10]1[CH2:15][CH2:14][N:13]([C:16]2[CH:24]=[CH:23][C:19]([C:20]([OH:22])=O)=[CH:18][CH:17]=2)[CH2:12][CH2:11]1)([C:4]([CH3:7])([CH3:6])[CH3:5])([CH3:3])[CH3:2].[O:38]1[CH2:43][CH2:42][N:41]([CH2:44][CH2:45][C@@H:46]([NH:55][C:56]2[CH:61]=[CH:60][C:59]([S:62]([NH2:65])(=[O:64])=[O:63])=[CH:58][C:57]=2[S:66]([C:69]([F:72])([F:71])[F:70])(=[O:68])=[O:67])[CH2:47][S:48][C:49]2[CH:54]=[CH:53][CH:52]=[CH:51][CH:50]=2)[CH2:40][CH2:39]1, predict the reaction product. The product is: [Si:1]([O:8][C@@H:9]([C:25]1[CH:30]=[CH:29][CH:28]=[CH:27][C:26]=1[C:31]1[CH:36]=[CH:35][C:34]([Cl:37])=[CH:33][CH:32]=1)[CH:10]1[CH2:11][CH2:12][N:13]([C:16]2[CH:17]=[CH:18][C:19]([C:20]([NH:65][S:62]([C:59]3[CH:60]=[CH:61][C:56]([NH:55][C@H:46]([CH2:45][CH2:44][N:41]4[CH2:42][CH2:43][O:38][CH2:39][CH2:40]4)[CH2:47][S:48][C:49]4[CH:54]=[CH:53][CH:52]=[CH:51][CH:50]=4)=[C:57]([S:66]([C:69]([F:71])([F:72])[F:70])(=[O:68])=[O:67])[CH:58]=3)(=[O:63])=[O:64])=[O:22])=[CH:23][CH:24]=2)[CH2:14][CH2:15]1)([C:4]([CH3:7])([CH3:6])[CH3:5])([CH3:3])[CH3:2]. (2) The product is: [Br:1][C:2]1[CH:3]=[C:4]([CH:9]2[C:14]3[S:15](=[O:18])(=[O:19])[CH2:16][CH2:17][C:13]=3[NH:12][C:11]3[CH2:39][O:40][CH2:41][C:42](=[O:43])[C:10]2=3)[CH:5]=[CH:6][C:7]=1[F:8]. Given the reactants [Br:1][C:2]1[CH:3]=[C:4]([CH:9]2[C:14]3[S:15](=[O:19])(=[O:18])[CH2:16][CH2:17][C:13]=3[N:12](C(O[C@@H]3C[C@H](C)CC[C@H]3C(C)(C3C=CC=CC=3)C)=O)[C:11]3[CH2:39][O:40][CH2:41][C:42](=[O:43])[C:10]2=3)[CH:5]=[CH:6][C:7]=1[F:8].C[O-].[Na+], predict the reaction product. (3) Given the reactants [Cl:1][C:2]1[CH:7]=[CH:6][C:5]([C@@H:8]([C:19]2[CH:24]=[CH:23][C:22]([N:25]3[CH2:30][CH2:29][CH:28](C(O)=O)[CH2:27][CH2:26]3)=[CH:21][CH:20]=2)[CH2:9][C:10]([C:12]2[CH:17]=[CH:16][N:15]=[C:14]([CH3:18])[CH:13]=2)=O)=[C:4]([CH3:34])[CH:3]=1.Cl.[NH2:36][OH:37].[C:38](=[O:41])([O-])[OH:39].[Na+], predict the reaction product. The product is: [Cl:1][C:2]1[CH:7]=[CH:6][C:5]([C@@H:8]([C:19]2[CH:20]=[CH:21][C:22]([N:25]3[CH2:30][CH2:29][CH:28]([C:38]([OH:39])=[O:41])[CH2:27][CH2:26]3)=[CH:23][CH:24]=2)[CH2:9]/[C:10](=[N:36]\[OH:37])/[C:12]2[CH:17]=[CH:16][N:15]=[C:14]([CH3:18])[CH:13]=2)=[C:4]([CH3:34])[CH:3]=1. (4) The product is: [Si:15]([O:14][C@@H:12]1[CH2:13][C@@H:9]2[O:8][C:1](=[O:7])[CH2:2][CH2:3][CH2:4][CH:5]=[CH:46][CH2:45][C@@H:10]2[C@H:11]1/[CH:22]=[CH:23]/[C@@H:24]([O:37][Si:38]([CH2:41][CH3:42])([CH2:39][CH3:40])[CH2:43][CH3:44])[CH2:25][O:26][C:27]1[CH:32]=[CH:31][CH:30]=[C:29]([C:33]([F:35])([F:36])[F:34])[CH:28]=1)([C:18]([CH3:19])([CH3:20])[CH3:21])([CH3:16])[CH3:17]. Given the reactants [C:1]([O:8][C@H:9]1[CH2:13][C@@H:12]([O:14][Si:15]([C:18]([CH3:21])([CH3:20])[CH3:19])([CH3:17])[CH3:16])[C@H:11](/[CH:22]=[CH:23]/[C@@H:24]([O:37][Si:38]([CH2:43][CH3:44])([CH2:41][CH3:42])[CH2:39][CH3:40])[CH2:25][O:26][C:27]2[CH:32]=[CH:31][CH:30]=[C:29]([C:33]([F:36])([F:35])[F:34])[CH:28]=2)[C@H:10]1[CH2:45][CH:46]=C)(=[O:7])[CH2:2][CH2:3][CH2:4][CH:5]=C, predict the reaction product.